From a dataset of Peptide-MHC class I binding affinity with 185,985 pairs from IEDB/IMGT. Regression. Given a peptide amino acid sequence and an MHC pseudo amino acid sequence, predict their binding affinity value. This is MHC class I binding data. (1) The peptide sequence is LPAMCNVYI. The MHC is HLA-B54:01 with pseudo-sequence HLA-B54:01. The binding affinity (normalized) is 0.519. (2) The peptide sequence is ISYGGGWRFQ. The MHC is HLA-A32:01 with pseudo-sequence HLA-A32:01. The binding affinity (normalized) is 0.